Task: Predict the reactants needed to synthesize the given product.. Dataset: Full USPTO retrosynthesis dataset with 1.9M reactions from patents (1976-2016) (1) Given the product [N+:22]([C:25]1[CH:26]=[CH:27][C:28]([C:29]([O:20][C@H:17]2[C:12]3=[N:13][CH:14]=[CH:15][CH:16]=[C:11]3[CH2:10][C@@:9]([C:3]3[CH:4]=[CH:5][CH:6]=[C:7]([F:8])[C:2]=3[F:1])([OH:21])[CH2:19][CH2:18]2)=[O:30])=[CH:32][CH:33]=1)([O-:24])=[O:23], predict the reactants needed to synthesize it. The reactants are: [F:1][C:2]1[C:7]([F:8])=[CH:6][CH:5]=[CH:4][C:3]=1[C@:9]1([OH:21])[CH2:19][CH2:18][C@H:17]([OH:20])[C:12]2=[N:13][CH:14]=[CH:15][CH:16]=[C:11]2[CH2:10]1.[N+:22]([C:25]1[CH:33]=[CH:32][C:28]([C:29](O)=[O:30])=[CH:27][CH:26]=1)([O-:24])=[O:23].C1(P(C2C=CC=CC=2)C2C=CC=CC=2)C=CC=CC=1.N(C(OC(C)C)=O)=NC(OC(C)C)=O. (2) Given the product [CH:23]1[C:22]2[N:21]([C:18]3[CH:19]=[CH:20][C:15]([C:12]4[N:13]=[CH:14][C:9]([C:36]5[CH:41]=[N:40][C:39]([C:42]6[S:43][C:44]7[CH:50]=[CH:49][CH:48]=[CH:47][C:45]=7[N:46]=6)=[CH:38][CH:37]=5)=[CH:10][CH:11]=4)=[CH:16][CH:17]=3)[C:33]3[C:28](=[CH:29][CH:30]=[CH:31][CH:32]=3)[C:27]=2[CH:26]=[CH:25][CH:24]=1, predict the reactants needed to synthesize it. The reactants are: CC1(C)C(C)(C)OB([C:9]2[CH:10]=[CH:11][C:12]([C:15]3[CH:20]=[CH:19][C:18]([N:21]4[C:33]5[CH:32]=[CH:31][CH:30]=[CH:29][C:28]=5[C:27]5[C:22]4=[CH:23][CH:24]=[CH:25][CH:26]=5)=[CH:17][CH:16]=3)=[N:13][CH:14]=2)O1.Br[C:36]1[CH:37]=[CH:38][C:39]([C:42]2[S:43][C:44]3[CH:50]=[CH:49][CH:48]=[CH:47][C:45]=3[N:46]=2)=[N:40][CH:41]=1.C([O-])([O-])=O.[Na+].[Na+].O. (3) The reactants are: Cl[C:2]1[N:7]=[C:6]([NH:8][C:9]2[CH:14]=[CH:13][CH:12]=[C:11]([OH:15])[CH:10]=2)[C:5]([F:16])=[CH:4][N:3]=1.[CH3:17][O:18][C:19]([C:21]1[CH:22]=[C:23]([CH:25]=[CH:26][C:27]=1[O:28][CH3:29])[NH2:24])=[O:20]. Given the product [F:16][C:5]1[C:6]([NH:8][C:9]2[CH:14]=[CH:13][CH:12]=[C:11]([OH:15])[CH:10]=2)=[N:7][C:2]([NH:24][C:23]2[CH:25]=[CH:26][C:27]([O:28][CH3:29])=[C:21]([C:19]([O:18][CH3:17])=[O:20])[CH:22]=2)=[N:3][CH:4]=1, predict the reactants needed to synthesize it. (4) Given the product [CH:72]1([N:77]2[C:81]3[N:82]=[C:83]([NH:86][C:50]4[CH:51]=[CH:52][C:53]([N:56]5[CH2:61][CH2:60][N:59]([CH2:62][CH2:63][O:64][Si:65]([C:68]([CH3:71])([CH3:70])[CH3:69])([CH3:67])[CH3:66])[CH2:58][CH2:57]5)=[CH:54][N:55]=4)[N:84]=[CH:85][C:80]=3[C:79]3[CH:87]=[CH:88][N:89]=[C:90]([F:91])[C:78]2=3)[CH2:73][CH2:74][CH2:75][CH2:76]1, predict the reactants needed to synthesize it. The reactants are: CC1(C)C2C(=C(P(C3C=CC=CC=3)C3C=CC=CC=3)C=CC=2)OC2C(P(C3C=CC=CC=3)C3C=CC=CC=3)=CC=CC1=2.CC([O-])(C)C.[Na+].Cl[C:50]1[N:55]=[CH:54][C:53]([N:56]2[CH2:61][CH2:60][N:59]([CH2:62][CH2:63][O:64][Si:65]([C:68]([CH3:71])([CH3:70])[CH3:69])([CH3:67])[CH3:66])[CH2:58][CH2:57]2)=[CH:52][CH:51]=1.[CH:72]1([N:77]2[C:81]3[N:82]=[C:83]([NH2:86])[N:84]=[CH:85][C:80]=3[C:79]3[CH:87]=[CH:88][N:89]=[C:90]([F:91])[C:78]2=3)[CH2:76][CH2:75][CH2:74][CH2:73]1. (5) Given the product [CH3:1][C:2]1[C:10]2[C:5](=[CH:6][CH:7]=[C:8]([B:11]3[O:13][C:17]([CH3:20])([CH3:18])[C:15]([CH3:16])([CH3:14])[O:12]3)[CH:9]=2)[NH:4][N:3]=1, predict the reactants needed to synthesize it. The reactants are: [CH3:1][C:2]1[C:10]2[C:5](=[CH:6][CH:7]=[C:8]([B:11]([OH:13])[OH:12])[CH:9]=2)[NH:4][N:3]=1.[CH3:14][C:15](O)([C:17]([CH3:20])(O)[CH3:18])[CH3:16].Cl.O1CCOCC1.S([O-])([O-])(=O)=O.[Mg+2]. (6) Given the product [C:19]1([C:18]#[C:17][C:9]2[CH:10]=[C:11]([C:13]([O-:15])=[O:14])[CH:12]=[C:7]([CH:8]=2)[C:5]([O-:6])=[O:4])[CH:24]=[CH:23][CH:22]=[CH:21][CH:20]=1.[K+:2].[K+:2], predict the reactants needed to synthesize it. The reactants are: [OH-].[K+:2].C[O:4][C:5]([C:7]1[CH:8]=[C:9]([C:17]#[C:18][C:19]2[CH:24]=[CH:23][CH:22]=[CH:21][CH:20]=2)[CH:10]=[C:11]([C:13]([O:15]C)=[O:14])[CH:12]=1)=[O:6]. (7) Given the product [C:1]([NH:5][C:6]([C:8]1[S:25][C:11]2[N:12]=[C:13]([S:23][CH3:24])[N:14]=[C:15]([C:16]3[CH:21]=[CH:20][CH:19]=[C:18]([NH:22][S:33]([C:30]4[CH:31]=[CH:32][C:27]([CH3:37])=[CH:28][CH:29]=4)(=[O:35])=[O:34])[CH:17]=3)[C:10]=2[C:9]=1[NH2:26])=[O:7])([CH3:4])([CH3:2])[CH3:3], predict the reactants needed to synthesize it. The reactants are: [C:1]([NH:5][C:6]([C:8]1[S:25][C:11]2[N:12]=[C:13]([S:23][CH3:24])[N:14]=[C:15]([C:16]3[CH:21]=[CH:20][CH:19]=[C:18]([NH2:22])[CH:17]=3)[C:10]=2[C:9]=1[NH2:26])=[O:7])([CH3:4])([CH3:3])[CH3:2].[C:27]1([CH3:37])[CH:32]=[CH:31][C:30]([S:33](Cl)(=[O:35])=[O:34])=[CH:29][CH:28]=1. (8) The reactants are: [F:1][C:2]1[CH:7]=[CH:6][C:5]([N:8]2[C:16]3[C:11](=[CH:12][C:13]([O:17][C@H:18]([C:22]4[CH:27]=[CH:26][CH:25]=[C:24]([O:28][CH3:29])[CH:23]=4)[C@@H:19]([NH2:21])[CH3:20])=[CH:14][CH:15]=3)[CH:10]=[N:9]2)=[CH:4][CH:3]=1.[S:30]1[CH:34]=[CH:33][N:32]=[C:31]1[C:35](Cl)=[O:36]. Given the product [F:1][C:2]1[CH:3]=[CH:4][C:5]([N:8]2[C:16]3[C:11](=[CH:12][C:13]([O:17][C@H:18]([C:22]4[CH:27]=[CH:26][CH:25]=[C:24]([O:28][CH3:29])[CH:23]=4)[C@@H:19]([NH:21][C:35]([C:31]4[S:30][CH:34]=[CH:33][N:32]=4)=[O:36])[CH3:20])=[CH:14][CH:15]=3)[CH:10]=[N:9]2)=[CH:6][CH:7]=1, predict the reactants needed to synthesize it. (9) Given the product [O:18]=[C:19]([N:33]1[CH2:38][CH2:37][N:36]2[C:39]([C:42]([F:45])([F:44])[F:43])=[N:40][N:41]=[C:35]2[CH2:34]1)[CH2:20][CH:21]([NH2:32])[CH2:22][C:23]1[CH:28]=[C:27]([F:29])[C:26]([F:30])=[CH:25][C:24]=1[F:31], predict the reactants needed to synthesize it. The reactants are: O1CCCC1.B.N1CCCCC1.CS(O)(=O)=O.[O:18]=[C:19]([N:33]1[CH2:38][CH2:37][N:36]2[C:39]([C:42]([F:45])([F:44])[F:43])=[N:40][N:41]=[C:35]2[CH2:34]1)[CH:20]=[C:21]([NH2:32])[CH2:22][C:23]1[CH:28]=[C:27]([F:29])[C:26]([F:30])=[CH:25][C:24]=1[F:31].N. (10) Given the product [C:1]([C:5]1[CH:38]=[CH:37][C:8]([C:9]([NH:11][C:12]2[CH:36]=[CH:35][CH:34]=[CH:33][C:13]=2[C:14]([NH:16][C:17]2[CH:25]=[C:24]3[C:20]([CH:21]=[N:22][NH:23]3)=[CH:19][CH:18]=2)=[O:15])=[O:10])=[CH:7][CH:6]=1)([CH3:4])([CH3:2])[CH3:3], predict the reactants needed to synthesize it. The reactants are: [C:1]([C:5]1[CH:38]=[CH:37][C:8]([C:9]([NH:11][C:12]2[CH:36]=[CH:35][CH:34]=[CH:33][C:13]=2[C:14]([NH:16][C:17]2[CH:25]=[C:24]3[C:20]([CH:21]=[N:22][N:23]3C(OC(C)(C)C)=O)=[CH:19][CH:18]=2)=[O:15])=[O:10])=[CH:7][CH:6]=1)([CH3:4])([CH3:3])[CH3:2].C(O)(C(F)(F)F)=O.